This data is from Forward reaction prediction with 1.9M reactions from USPTO patents (1976-2016). The task is: Predict the product of the given reaction. (1) Given the reactants [C:1]([O:5][C:6]([N:8]1[CH2:13][CH:12]=[C:11]([C:14]2[CH:19]=[CH:18][C:17]([NH2:20])=[CH:16][CH:15]=2)[CH2:10][CH2:9]1)=[O:7])([CH3:4])([CH3:3])[CH3:2].[OH-].[Na+].[C:23](Cl)([O:25][CH2:26][C:27]1[CH:32]=[CH:31][CH:30]=[CH:29][CH:28]=1)=[O:24], predict the reaction product. The product is: [C:1]([O:5][C:6]([N:8]1[CH2:9][CH:10]=[C:11]([C:14]2[CH:19]=[CH:18][C:17]([NH:20][C:23]([O:25][CH2:26][C:27]3[CH:32]=[CH:31][CH:30]=[CH:29][CH:28]=3)=[O:24])=[CH:16][CH:15]=2)[CH2:12][CH2:13]1)=[O:7])([CH3:4])([CH3:2])[CH3:3]. (2) Given the reactants Cl[C:2]1[N:3]=[C:4]([N:24]2[CH2:29][CH2:28][O:27][CH2:26][CH2:25]2)[C:5]2[CH:10]=[C:9]([CH2:11][N:12]3[CH2:17][CH2:16][N:15]([S:18]([CH:21]4[CH2:23][CH2:22]4)(=[O:20])=[O:19])[CH2:14][CH2:13]3)[S:8][C:6]=2[N:7]=1.[NH2:30][C:31]1[N:36]=[CH:35][C:34](B(O)O)=[CH:33][N:32]=1, predict the reaction product. The product is: [O:27]1[CH2:28][CH2:29][N:24]([C:4]2[C:5]3[CH:10]=[C:9]([CH2:11][N:12]4[CH2:13][CH2:14][N:15]([S:18]([CH:21]5[CH2:23][CH2:22]5)(=[O:20])=[O:19])[CH2:16][CH2:17]4)[S:8][C:6]=3[N:7]=[C:2]([C:34]3[CH:33]=[N:32][C:31]([NH2:30])=[N:36][CH:35]=3)[N:3]=2)[CH2:25][CH2:26]1. (3) Given the reactants [CH3:1][NH:2][CH2:3][CH2:4][OH:5].[O-2].[Al+3].[O-2].[O-2].[Al+3].[C:19](O[C:19]([O:21][C:22]([CH3:25])([CH3:24])[CH3:23])=[O:20])([O:21][C:22]([CH3:25])([CH3:24])[CH3:23])=[O:20], predict the reaction product. The product is: [OH:5][CH2:4][CH2:3][N:2]([CH3:1])[C:19](=[O:20])[O:21][C:22]([CH3:23])([CH3:24])[CH3:25]. (4) Given the reactants [NH2:1][C:2]1[C:7]([C:8]#[N:9])=[C:6](Cl)[N:5]=[CH:4][N:3]=1.Cl.Cl.[NH2:13][C:14]1([CH2:19][NH:20][C:21](=[O:30])[C:22]2[CH:27]=[CH:26][C:25]([F:28])=[CH:24][C:23]=2[F:29])[CH2:18][CH2:17][NH:16][CH2:15]1.C(=O)([O-])[O-].[K+].[K+], predict the reaction product. The product is: [NH2:13][C:14]1([CH2:19][NH:20][C:21](=[O:30])[C:22]2[CH:27]=[CH:26][C:25]([F:28])=[CH:24][C:23]=2[F:29])[CH2:18][CH2:17][N:16]([C:6]2[C:7]([C:8]#[N:9])=[C:2]([NH2:1])[N:3]=[CH:4][N:5]=2)[CH2:15]1. (5) The product is: [CH3:31][O:30][CH2:29][CH2:28][CH2:27][CH2:26][C:25]1[N:24]([C:32]2[CH:37]=[CH:36][CH:35]=[CH:34][C:33]=2[CH3:38])[N:23]=[N:22][C:21]=1[C:19]([N:14]([CH2:15][CH:16]([CH3:17])[CH3:18])[C@@H:12]1[CH2:13][N:8]([C:6]([O:5][C:1]([CH3:3])([CH3:2])[CH3:4])=[O:7])[CH2:9][C@H:10]([C:39]([O:41][CH2:43][C:44]2[O:45][C:46](=[O:50])[O:47][C:48]=2[CH3:49])=[O:40])[CH2:11]1)=[O:20]. Given the reactants [C:1]([O:5][C:6]([N:8]1[CH2:13][C@@H:12]([N:14]([C:19]([C:21]2[N:22]=[N:23][N:24]([C:32]3[CH:37]=[CH:36][CH:35]=[CH:34][C:33]=3[CH3:38])[C:25]=2[CH2:26][CH2:27][CH2:28][CH2:29][O:30][CH3:31])=[O:20])[CH2:15][CH:16]([CH3:18])[CH3:17])[CH2:11][C@@H:10]([C:39]([OH:41])=[O:40])[CH2:9]1)=[O:7])([CH3:4])([CH3:3])[CH3:2].O[CH2:43][C:44]1[O:45][C:46](=[O:50])[O:47][C:48]=1[CH3:49].C1(C)C(S(Cl)(=O)=O)=CC=CC=1.C(=O)([O-])[O-].[K+].[K+].C(O)(=O)CC(CC(O)=O)(C(O)=O)O, predict the reaction product. (6) Given the reactants [CH3:1][C:2]1[C:20]([N+:21]([O-:23])=[O:22])=[CH:19][CH:18]=[CH:17][C:3]=1[C:4]([CH:6](C(OCC)=O)C(OCC)=O)=[O:5].OS(O)(=O)=O.[OH-].[Na+], predict the reaction product. The product is: [CH3:1][C:2]1[C:20]([N+:21]([O-:23])=[O:22])=[CH:19][CH:18]=[CH:17][C:3]=1[C:4](=[O:5])[CH3:6]. (7) Given the reactants [CH2:1]([O:8][C:9]1[CH:14]=[C:13](I)[CH:12]=[CH:11][C:10]=1[N:16]1[S:20](=[O:22])(=[O:21])[N:19]([CH2:23][CH2:24][Si:25]([CH3:28])([CH3:27])[CH3:26])[C:18](=[O:29])[CH2:17]1)[C:2]1[CH:7]=[CH:6][CH:5]=[CH:4][CH:3]=1.[CH:30]([NH:33][C:34](=[O:37])[CH:35]=[CH2:36])([CH3:32])[CH3:31].C(N(CC)CC)C, predict the reaction product. The product is: [CH2:1]([O:8][C:9]1[CH:14]=[C:13](/[CH:36]=[CH:35]/[C:34]([NH:33][CH:30]([CH3:32])[CH3:31])=[O:37])[CH:12]=[CH:11][C:10]=1[N:16]1[CH2:17][C:18](=[O:29])[N:19]([CH2:23][CH2:24][Si:25]([CH3:28])([CH3:27])[CH3:26])[S:20]1(=[O:22])=[O:21])[C:2]1[CH:7]=[CH:6][CH:5]=[CH:4][CH:3]=1.